The task is: Binary Classification. Given a miRNA mature sequence and a target amino acid sequence, predict their likelihood of interaction.. This data is from Experimentally validated miRNA-target interactions with 360,000+ pairs, plus equal number of negative samples. (1) The protein sequence of the target gene is MSCVPWKGDKAKAESSDLPQAAPPQIYHEKQRRELCALHALNNVFQDSNAFTRETLQEIFQRLSPNTMVTPHKKSMLGNGNYDVNVIMAALQTKGYEAVWWDKRRDVGVIALTNVMGFIMNLPSSLCWGPLKLPLKRQHWICVREVGGAYYNLDSKLKMPEWIGGESELRKFLKYHLRGKNCELLLVVPEEVEAHQSWRADV. Result: 0 (no interaction). The miRNA is ath-miR173-5p with sequence UUCGCUUGCAGAGAGAAAUCAC. (2) The miRNA is hsa-miR-6748-3p with sequence UCCUGUCCCUGUCUCCUACAG. The protein sequence of the target gene is MKSAKAKTVRKPVIKKGSQTNLKDPVGVYCRVRPLSFPDQECCVEVINSTTLQLHTPEGYRLNRNGDYKETQYSFKRVFGTHTTQKELFDVVANPLVDDLIHGKNGLLFTYGVTGSGKTYTMTGSPGSGGLLPRCLNMIFNSIGSFQAKRYVFKSNDRNSMEIQCEVDALLERQKREALPIPKTPSSKRQADPEFADMINVQEFCKAEEVDEDSVYGVFVSYIEIYNNYIYDLLEEVQFDPIKPKLPQSKTLREDKNHNMYVAGCTEVEVKSTEEAFEVFWRGQKKRRIANTHLNRESSR.... Result: 0 (no interaction).